From a dataset of Catalyst prediction with 721,799 reactions and 888 catalyst types from USPTO. Predict which catalyst facilitates the given reaction. (1) Reactant: [C:1]([C:3]1[CH:4]=[C:5]([CH2:9][S:10]([NH:13][CH:14]([CH3:16])[CH3:15])(=[O:12])=[O:11])[CH:6]=[CH:7][CH:8]=1)#[N:2].B.C1COCC1.Cl.[OH-].[Na+]. Product: [NH2:2][CH2:1][C:3]1[CH:4]=[C:5]([CH2:9][S:10]([NH:13][CH:14]([CH3:16])[CH3:15])(=[O:12])=[O:11])[CH:6]=[CH:7][CH:8]=1. The catalyst class is: 1. (2) Reactant: Cl.C[NH:3][CH2:4][C:5]1[CH:13]=[C:12]2[C:8]([CH2:9][N:10]([CH:15]3[CH2:20][CH2:19][C:18](=[O:21])[NH:17][C:16]3=[O:22])[C:11]2=O)=[CH:7][CH:6]=1.[F:23][C:24]([F:38])([C:28]1[CH:33]=[CH:32][C:31]([O:34][CH:35]([CH3:37])[CH3:36])=[CH:30][N:29]=1)[C:25]([OH:27])=O.C(N(CC)C(C)C)(C)C.F[P-](F)(F)(F)(F)F.CN(C(N(C)C)=[N+]1C2C(=NC=CC=2)[N+]([O-:68])=N1)C. Product: [O:22]=[C:16]1[CH:15]([N:10]2[CH2:11][C:12]3[C:8](=[CH:7][CH:6]=[C:5]([CH2:4][NH:3][C:25](=[O:27])[C:24]([F:23])([F:38])[C:28]4[CH:33]=[CH:32][C:31]([O:34][CH:35]([CH3:37])[CH3:36])=[CH:30][N:29]=4)[CH:13]=3)[C:9]2=[O:68])[CH2:20][CH2:19][C:18](=[O:21])[NH:17]1. The catalyst class is: 35.